This data is from Forward reaction prediction with 1.9M reactions from USPTO patents (1976-2016). The task is: Predict the product of the given reaction. (1) Given the reactants [Br:1][CH2:2][C:3]([C:5]1[CH:13]=[CH:12][C:8]([C:9]([OH:11])=[O:10])=[CH:7][CH:6]=1)=[O:4].[CH3:14][Si](C=[N+]=[N-])(C)C, predict the reaction product. The product is: [Br:1][CH2:2][C:3]([C:5]1[CH:13]=[CH:12][C:8]([C:9]([O:11][CH3:14])=[O:10])=[CH:7][CH:6]=1)=[O:4]. (2) Given the reactants Cl.[CH3:2][NH:3][O:4][CH3:5].Br[CH2:7][C:8]([NH:10][C:11]1[C:28]([OH:29])=[C:27]2[C:14]([CH2:15][CH:16]3[C:25]([C:26]2=[O:30])=[C:24]([OH:31])[C:23]2([OH:32])[CH:18]([CH:19]([N:38]([CH3:40])[CH3:39])[C:20]([OH:37])=[C:21]([C:34]([NH2:36])=[O:35])[C:22]2=[O:33])[CH2:17]3)=[C:13]([N:41]([CH3:43])[CH3:42])[CH:12]=1)=[O:9], predict the reaction product. The product is: [CH3:40][N:38]([CH3:39])[C@H:19]1[C@H:18]2[C@:23]([OH:32])([C:24]([OH:31])=[C:25]3[C@H:16]([CH2:17]2)[CH2:15][C:14]2[C:27](=[C:28]([OH:29])[C:11]([NH:10][C:8](=[O:9])[CH2:7][N:3]([O:4][CH3:5])[CH3:2])=[CH:12][C:13]=2[N:41]([CH3:42])[CH3:43])[C:26]3=[O:30])[C:22](=[O:33])[C:21]([C:34]([NH2:36])=[O:35])=[C:20]1[OH:37]. (3) Given the reactants [OH-].[Na+].[CH3:3][O:4][C:5]1[N:10]=[C:9](/[CH:11]=[CH:12]/[C:13]([O:15]CC)=[O:14])[CH:8]=[CH:7][C:6]=1[N:18]1[CH:22]=[C:21]([CH3:23])[N:20]=[CH:19]1.Cl, predict the reaction product. The product is: [CH3:3][O:4][C:5]1[N:10]=[C:9](/[CH:11]=[CH:12]/[C:13]([OH:15])=[O:14])[CH:8]=[CH:7][C:6]=1[N:18]1[CH:22]=[C:21]([CH3:23])[N:20]=[CH:19]1. (4) The product is: [C:7]([N:1]1[CH2:6][CH2:5][O:4][CH2:3][CH2:2]1)(=[O:9])[CH3:8]. Given the reactants [NH:1]1[CH2:6][CH2:5][O:4][CH2:3][CH2:2]1.[C:7](OC(=O)C)(=[O:9])[CH3:8], predict the reaction product. (5) The product is: [CH2:1]([O:3][C:4]1[CH:17]=[CH:16][C:7](/[CH:8]=[C:9]2/[C:10](=[O:15])[N:11]([CH2:19][C:20]([O:22][C:23]([CH3:26])([CH3:25])[CH3:24])=[O:21])[C:12](=[O:14])[S:13]/2)=[CH:6][CH:5]=1)[CH3:2]. Given the reactants [CH2:1]([O:3][C:4]1[CH:17]=[CH:16][C:7](/[CH:8]=[C:9]2/[C:10](=[O:15])[NH:11][C:12](=[O:14])[S:13]/2)=[CH:6][CH:5]=1)[CH3:2].Br[CH2:19][C:20]([O:22][C:23]([CH3:26])([CH3:25])[CH3:24])=[O:21].C(=O)([O-])[O-].[K+].[K+].C(OC1C=CC(/C=C2/C(=O)N(CCC)C(=O)S/2)=CC=1)C, predict the reaction product.